Task: Predict the reaction yield, written as a fraction of the theoretical maximum amount of product (1.0 means a 100% yield; for example, 0.34 means a 34% yield).. Dataset: Reaction yield outcomes from USPTO patents with 853,638 reactions The catalyst is C1C=CC(P(C2C=CC=CC=2)[C-]2C=CC=C2)=CC=1.C1C=CC(P(C2C=CC=CC=2)[C-]2C=CC=C2)=CC=1.Cl[Pd]Cl.[Fe+2].C(Cl)Cl. The yield is 0.530. The product is [NH2:18][C:10]1[C:11]2[C:16](=[CH:15][CH:14]=[CH:13][C:12]=2[F:17])[C:8]([C:4]2[CH:3]=[C:2]([C:31]3[CH:32]=[N:33][CH:34]=[C:29]([CH:30]=3)[C:27]#[N:28])[CH:7]=[CH:6][CH:5]=2)([C:19]2[CH:20]=[C:21]([CH3:26])[N:22]=[C:23]([CH3:25])[CH:24]=2)[N:9]=1. The reactants are Br[C:2]1[CH:3]=[C:4]([C:8]2([C:19]3[CH:24]=[C:23]([CH3:25])[N:22]=[C:21]([CH3:26])[CH:20]=3)[C:16]3[C:11](=[C:12]([F:17])[CH:13]=[CH:14][CH:15]=3)[C:10]([NH2:18])=[N:9]2)[CH:5]=[CH:6][CH:7]=1.[C:27]([C:29]1[CH:30]=[C:31](B(O)O)[CH:32]=[N:33][CH:34]=1)#[N:28].C([O-])([O-])=O.[K+].[K+].